Dataset: Full USPTO retrosynthesis dataset with 1.9M reactions from patents (1976-2016). Task: Predict the reactants needed to synthesize the given product. (1) Given the product [ClH:10].[CH2:13]([N:20]([CH2:21][CH2:22][CH2:23][NH:24][S:7]([C:1]1[CH:6]=[CH:5][CH:4]=[CH:3][CH:2]=1)(=[O:8])=[O:29])[CH2:25][CH2:26][CH2:27][NH:28][S:7]([C:1]1[CH:6]=[CH:5][CH:4]=[CH:3][CH:2]=1)(=[O:9])=[O:8])[C:14]1[CH:19]=[CH:18][CH:17]=[CH:16][CH:15]=1, predict the reactants needed to synthesize it. The reactants are: [C:1]1([S:7]([Cl:10])(=[O:9])=[O:8])[CH:6]=[CH:5][CH:4]=[CH:3][CH:2]=1.[Na+].[Cl-].[CH2:13]([N:20]([CH2:25][CH2:26][CH2:27][NH2:28])[CH2:21][CH2:22][CH2:23][NH2:24])[C:14]1[CH:19]=[CH:18][CH:17]=[CH:16][CH:15]=1.[OH-:29].[Na+]. (2) Given the product [CH3:23][S:20]([O:10][CH2:9][CH2:8][CH2:7][N:4]1[CH2:5][CH2:6][O:1][CH2:2][CH2:3]1)(=[O:22])=[O:21], predict the reactants needed to synthesize it. The reactants are: [O:1]1[CH2:6][CH2:5][N:4]([CH2:7][CH2:8][CH2:9][OH:10])[CH2:3][CH2:2]1.CCN(C(C)C)C(C)C.[S:20](Cl)([CH3:23])(=[O:22])=[O:21]. (3) Given the product [F:40][CH:2]([F:1])[C:3]1[N:7]([C:8]2[N:13]=[C:12]([N:14]3[CH2:19][CH2:18][O:17][CH2:16][CH2:15]3)[N:11]=[C:10]([C:20]3[CH:21]=[CH:22][C:23]([NH2:26])=[CH:24][CH:25]=3)[N:9]=2)[C:6]2[CH:34]=[CH:35][CH:36]=[C:37]([O:38][CH3:39])[C:5]=2[N:4]=1, predict the reactants needed to synthesize it. The reactants are: [F:1][CH:2]([F:40])[C:3]1[N:7]([C:8]2[N:13]=[C:12]([N:14]3[CH2:19][CH2:18][O:17][CH2:16][CH2:15]3)[N:11]=[C:10]([C:20]3[CH:25]=[CH:24][C:23]([NH:26]C(=O)OC(C)(C)C)=[CH:22][CH:21]=3)[N:9]=2)[C:6]2[CH:34]=[CH:35][CH:36]=[C:37]([O:38][CH3:39])[C:5]=2[N:4]=1.C(O)(C(F)(F)F)=O.N. (4) Given the product [CH3:30][C:28]1[C:27]2[C:22](=[CH:23][CH:24]=[CH:25][CH:26]=2)[N:21]=[C:20]([CH2:19][N:4]2[C:5](=[O:16])[C:6]3[N:7]([CH2:12][C:13]#[C:14][CH3:15])[C:8]([Br:11])=[N:9][C:10]=3[N:2]([CH3:1])[C:3]2=[O:17])[N:29]=1, predict the reactants needed to synthesize it. The reactants are: [CH3:1][N:2]1[C:10]2[N:9]=[C:8]([Br:11])[N:7]([CH2:12][C:13]#[C:14][CH3:15])[C:6]=2[C:5](=[O:16])[NH:4][C:3]1=[O:17].Cl[CH2:19][C:20]1[N:29]=[C:28]([CH3:30])[C:27]2[C:22](=[CH:23][CH:24]=[CH:25][CH:26]=2)[N:21]=1.C(=O)([O-])[O-].[K+].[K+].O.